Task: Regression. Given two drug SMILES strings and cell line genomic features, predict the synergy score measuring deviation from expected non-interaction effect.. Dataset: Merck oncology drug combination screen with 23,052 pairs across 39 cell lines Drug 1: CC(=O)OC1C(=O)C2(C)C(O)CC3OCC3(OC(C)=O)C2C(OC(=O)c2ccccc2)C2(O)CC(OC(=O)C(O)C(NC(=O)c3ccccc3)c3ccccc3)C(C)=C1C2(C)C. Drug 2: NC1(c2ccc(-c3nc4ccn5c(=O)[nH]nc5c4cc3-c3ccccc3)cc2)CCC1. Cell line: RPMI7951. Synergy scores: synergy=9.59.